From a dataset of TCR-epitope binding with 47,182 pairs between 192 epitopes and 23,139 TCRs. Binary Classification. Given a T-cell receptor sequence (or CDR3 region) and an epitope sequence, predict whether binding occurs between them. (1) The epitope is KLPDDFTGCV. The TCR CDR3 sequence is CASSLAPGQANFLSNTGELFF. Result: 1 (the TCR binds to the epitope). (2) The epitope is GMFNMLSTVLGVS. The TCR CDR3 sequence is CSAETGVGQPQHF. Result: 0 (the TCR does not bind to the epitope).